This data is from Catalyst prediction with 721,799 reactions and 888 catalyst types from USPTO. The task is: Predict which catalyst facilitates the given reaction. Reactant: [Li]CCCC.Br[C:7]1[C:15]2[C:14]([Cl:16])=[N:13][CH:12]=[N:11][C:10]=2[N:9]([CH:17]2[CH2:21][CH2:20][CH2:19][CH2:18]2)[CH:8]=1.[I:22][C:23]1[CH:24]=[C:25]([CH:32]=[CH:33][CH:34]=1)[C:26](N(OC)C)=[O:27]. Product: [Cl:16][C:14]1[C:15]2[C:7]([C:26]([C:25]3[CH:32]=[CH:33][CH:34]=[C:23]([I:22])[CH:24]=3)=[O:27])=[CH:8][N:9]([CH:17]3[CH2:21][CH2:20][CH2:19][CH2:18]3)[C:10]=2[N:11]=[CH:12][N:13]=1. The catalyst class is: 1.